From a dataset of NCI-60 drug combinations with 297,098 pairs across 59 cell lines. Regression. Given two drug SMILES strings and cell line genomic features, predict the synergy score measuring deviation from expected non-interaction effect. (1) Drug 1: C1=NC2=C(N=C(N=C2N1C3C(C(C(O3)CO)O)F)Cl)N. Drug 2: C(CC(=O)O)C(=O)CN.Cl. Cell line: HL-60(TB). Synergy scores: CSS=25.9, Synergy_ZIP=-0.535, Synergy_Bliss=-2.65, Synergy_Loewe=-80.7, Synergy_HSA=-2.06. (2) Drug 1: CC1CCC2CC(C(=CC=CC=CC(CC(C(=O)C(C(C(=CC(C(=O)CC(OC(=O)C3CCCCN3C(=O)C(=O)C1(O2)O)C(C)CC4CCC(C(C4)OC)O)C)C)O)OC)C)C)C)OC. Drug 2: C1CCC(C(C1)N)N.C(=O)(C(=O)[O-])[O-].[Pt+4]. Cell line: RXF 393. Synergy scores: CSS=-1.81, Synergy_ZIP=4.90, Synergy_Bliss=0.295, Synergy_Loewe=-5.66, Synergy_HSA=-2.32. (3) Drug 1: CN(C)C1=NC(=NC(=N1)N(C)C)N(C)C. Drug 2: CN(CC1=CN=C2C(=N1)C(=NC(=N2)N)N)C3=CC=C(C=C3)C(=O)NC(CCC(=O)O)C(=O)O. Cell line: HCT116. Synergy scores: CSS=38.3, Synergy_ZIP=4.20, Synergy_Bliss=-1.44, Synergy_Loewe=-33.6, Synergy_HSA=-2.64. (4) Drug 1: CC1=C(C=C(C=C1)C(=O)NC2=CC(=CC(=C2)C(F)(F)F)N3C=C(N=C3)C)NC4=NC=CC(=N4)C5=CN=CC=C5. Drug 2: CC(C)(C#N)C1=CC(=CC(=C1)CN2C=NC=N2)C(C)(C)C#N. Cell line: 786-0. Synergy scores: CSS=-0.186, Synergy_ZIP=0.376, Synergy_Bliss=1.65, Synergy_Loewe=-0.430, Synergy_HSA=-0.168. (5) Drug 1: CC1C(C(CC(O1)OC2CC(CC3=C2C(=C4C(=C3O)C(=O)C5=C(C4=O)C(=CC=C5)OC)O)(C(=O)CO)O)N)O.Cl. Drug 2: COC1=CC(=CC(=C1O)OC)C2C3C(COC3=O)C(C4=CC5=C(C=C24)OCO5)OC6C(C(C7C(O6)COC(O7)C8=CC=CS8)O)O. Cell line: T-47D. Synergy scores: CSS=40.0, Synergy_ZIP=10.2, Synergy_Bliss=4.32, Synergy_Loewe=-6.27, Synergy_HSA=2.83. (6) Drug 1: CCC1(CC2CC(C3=C(CCN(C2)C1)C4=CC=CC=C4N3)(C5=C(C=C6C(=C5)C78CCN9C7C(C=CC9)(C(C(C8N6C=O)(C(=O)OC)O)OC(=O)C)CC)OC)C(=O)OC)O.OS(=O)(=O)O. Drug 2: B(C(CC(C)C)NC(=O)C(CC1=CC=CC=C1)NC(=O)C2=NC=CN=C2)(O)O. Cell line: EKVX. Synergy scores: CSS=43.2, Synergy_ZIP=-1.01, Synergy_Bliss=-3.06, Synergy_Loewe=-4.84, Synergy_HSA=-3.95. (7) Cell line: HOP-92. Drug 2: C(CCl)NC(=O)N(CCCl)N=O. Drug 1: CC12CCC3C(C1CCC2O)C(CC4=C3C=CC(=C4)O)CCCCCCCCCS(=O)CCCC(C(F)(F)F)(F)F. Synergy scores: CSS=8.71, Synergy_ZIP=-5.90, Synergy_Bliss=-5.58, Synergy_Loewe=-1.35, Synergy_HSA=-1.16.